Predict the reaction yield, written as a fraction of the theoretical maximum amount of product (1.0 means a 100% yield; for example, 0.34 means a 34% yield). From a dataset of Reaction yield outcomes from USPTO patents with 853,638 reactions. (1) The yield is 0.660. The catalyst is C(Cl)Cl.O. The reactants are [Br:1][C:2]1[C:3]([F:12])=[C:4]2[C:10]([NH2:11])=[CH:9][NH:8][C:5]2=[N:6][CH:7]=1.[CH3:13][N:14]1[CH:18]=[CH:17][C:16]([C:19](O)=[O:20])=[N:15]1.C1N(P(Cl)(N2C(=O)OCC2)=O)C(=O)OC1.[Li+].[OH-]. The product is [Br:1][C:2]1[C:3]([F:12])=[C:4]2[C:10]([NH:11][C:19]([C:16]3[CH:17]=[CH:18][N:14]([CH3:13])[N:15]=3)=[O:20])=[CH:9][NH:8][C:5]2=[N:6][CH:7]=1. (2) The reactants are [OH:1][CH2:2][CH2:3][CH2:4][O:5][C:6]1[CH:15]=[CH:14][C:9]([C:10]([O:12]C)=[O:11])=[CH:8][C:7]=1[CH3:16].[OH-].[Na+]. The catalyst is O1CCOCC1. The product is [OH:1][CH2:2][CH2:3][CH2:4][O:5][C:6]1[CH:15]=[CH:14][C:9]([C:10]([OH:12])=[O:11])=[CH:8][C:7]=1[CH3:16]. The yield is 0.870. (3) The reactants are [CH:1]1([C:4]2[N:9]=[C:8]([C:10]([NH:12][C:13]3[CH:21]=[N:20][CH:19]=[CH:18][C:14]=3[C:15](O)=[O:16])=[O:11])[C:7]([NH:22][C:23]3[CH:24]=[N:25][CH:26]=[N:27][CH:28]=3)=[N:6][CH:5]=2)[CH2:3][CH2:2]1.Cl.[CH3:30][O:31][CH2:32][C:33]([CH3:37])([CH3:36])[CH2:34][NH2:35]. No catalyst specified. The product is [CH3:30][O:31][CH2:32][C:33]([CH3:37])([CH3:36])[CH2:34][NH:35][C:15]([C:14]1[CH:18]=[CH:19][N:20]=[CH:21][C:13]=1[NH:12][C:10]([C:8]1[C:7]([NH:22][C:23]2[CH:24]=[N:25][CH:26]=[N:27][CH:28]=2)=[N:6][CH:5]=[C:4]([CH:1]2[CH2:2][CH2:3]2)[N:9]=1)=[O:11])=[O:16]. The yield is 0.540. (4) The reactants are [Cl:1][C:2]1[C:3]([CH2:10][N:11]2[C:19](=[O:20])[C:18]3[C:13](=[CH:14][CH:15]=[CH:16][CH:17]=3)[C:12]2=[O:21])=[N:4][CH:5]=[C:6]([CH:8]=[CH2:9])[CH:7]=1.Br[CH:23]([C:28]1[CH:29]=[C:30]([Cl:36])[C:31]([Cl:35])=[C:32]([Cl:34])[CH:33]=1)[C:24]([F:27])([F:26])[F:25].N1C=CC=CC=1C1C=CC=CN=1. The catalyst is ClC1C=CC=CC=1Cl.Cl[Cu]. The product is [Cl:1][C:2]1[C:3]([CH2:10][N:11]2[C:19](=[O:20])[C:18]3[C:13](=[CH:14][CH:15]=[CH:16][CH:17]=3)[C:12]2=[O:21])=[N:4][CH:5]=[C:6](/[CH:8]=[CH:9]/[CH:23]([C:28]2[CH:29]=[C:30]([Cl:36])[C:31]([Cl:35])=[C:32]([Cl:34])[CH:33]=2)[C:24]([F:26])([F:25])[F:27])[CH:7]=1. The yield is 0.500. (5) The reactants are [OH:1][NH2:2].C([O:5][C:6](=O)[CH2:7][CH2:8][CH2:9][CH2:10][CH2:11][CH2:12][N:13]([C:20]1[CH:21]=[N:22][CH:23]=[CH:24][CH:25]=1)[C:14]1[CH:19]=[CH:18][CH:17]=[CH:16][N:15]=1)C. The catalyst is CN(C=O)C.CO. The product is [OH:1][NH:2][C:6](=[O:5])[CH2:7][CH2:8][CH2:9][CH2:10][CH2:11][CH2:12][N:13]([C:20]1[CH:21]=[N:22][CH:23]=[CH:24][CH:25]=1)[C:14]1[CH:19]=[CH:18][CH:17]=[CH:16][N:15]=1. The yield is 0.230.